The task is: Regression. Given two drug SMILES strings and cell line genomic features, predict the synergy score measuring deviation from expected non-interaction effect.. This data is from NCI-60 drug combinations with 297,098 pairs across 59 cell lines. Cell line: DU-145. Drug 2: C(CN)CNCCSP(=O)(O)O. Drug 1: CC(C)NC(=O)C1=CC=C(C=C1)CNNC.Cl. Synergy scores: CSS=14.9, Synergy_ZIP=6.58, Synergy_Bliss=8.01, Synergy_Loewe=10.2, Synergy_HSA=5.42.